From a dataset of Full USPTO retrosynthesis dataset with 1.9M reactions from patents (1976-2016). Predict the reactants needed to synthesize the given product. (1) Given the product [CH:29]([N:7]1[C:8]2[CH:13]=[CH:12][C:11]([C:14]3[CH:19]=[CH:18][CH:17]=[CH:16][CH:15]=3)=[CH:10][C:9]=2[N:5]([CH2:4][C:3]([N:2]([CH3:1])[C:22]2[CH:27]=[CH:26][CH:25]=[CH:24][CH:23]=2)=[O:21])[C:6]1=[O:20])([CH3:30])[CH3:28], predict the reactants needed to synthesize it. The reactants are: [CH3:1][N:2]([C:22]1[CH:27]=[CH:26][CH:25]=[CH:24][CH:23]=1)[C:3](=[O:21])[CH2:4][N:5]1[C:9]2[CH:10]=[C:11]([C:14]3[CH:19]=[CH:18][CH:17]=[CH:16][CH:15]=3)[CH:12]=[CH:13][C:8]=2[NH:7][C:6]1=[O:20].[CH3:28][CH:29](O)[CH3:30].C1(P(C2C=CC=CC=2)C2C=CC=CC=2)C=CC=CC=1.N(C(OCC)=O)=NC(OCC)=O. (2) Given the product [CH:1]1([N:5]2[CH2:6][CH2:7][C:8]3([CH2:13][CH2:12][N:11]([C:14]4[CH:22]=[CH:21][C:17]([C:18]([N:27]5[CH2:28][CH2:29][CH2:30][CH:26]5[CH3:25])=[O:20])=[CH:16][N:15]=4)[CH2:10][CH2:9]3)[CH2:23][CH2:24]2)[CH2:4][CH2:3][CH2:2]1, predict the reactants needed to synthesize it. The reactants are: [CH:1]1([N:5]2[CH2:24][CH2:23][C:8]3([CH2:13][CH2:12][N:11]([C:14]4[CH:22]=[CH:21][C:17]([C:18]([OH:20])=O)=[CH:16][N:15]=4)[CH2:10][CH2:9]3)[CH2:7][CH2:6]2)[CH2:4][CH2:3][CH2:2]1.[CH3:25][CH:26]1[CH2:30][CH2:29][CH2:28][NH:27]1. (3) Given the product [CH2:18]([N:20]1[CH2:25][CH2:24][N:23]([CH2:2][C:3]2[CH:12]=[CH:11][C:6]([C:7]([O:9][CH3:10])=[O:8])=[CH:5][C:4]=2[O:13][C:14]([F:17])([F:16])[F:15])[CH2:22][CH2:21]1)[CH3:19], predict the reactants needed to synthesize it. The reactants are: Br[CH2:2][C:3]1[CH:12]=[CH:11][C:6]([C:7]([O:9][CH3:10])=[O:8])=[CH:5][C:4]=1[O:13][C:14]([F:17])([F:16])[F:15].[CH2:18]([N:20]1[CH2:25][CH2:24][NH:23][CH2:22][CH2:21]1)[CH3:19].C([O-])([O-])=O.[Cs+].[Cs+]. (4) Given the product [Cl:1][C:2]1[N:7]=[C:6]([NH:8][S:19]([C:14]2[CH:15]=[CH:16][C:17]([Cl:18])=[C:12]([Cl:11])[CH:13]=2)(=[O:21])=[O:20])[C:5]([O:9][CH3:10])=[N:4][CH:3]=1, predict the reactants needed to synthesize it. The reactants are: [Cl:1][C:2]1[N:7]=[C:6]([NH2:8])[C:5]([O:9][CH3:10])=[N:4][CH:3]=1.[Cl:11][C:12]1[CH:13]=[C:14]([S:19](Cl)(=[O:21])=[O:20])[CH:15]=[CH:16][C:17]=1[Cl:18].